From a dataset of Full USPTO retrosynthesis dataset with 1.9M reactions from patents (1976-2016). Predict the reactants needed to synthesize the given product. (1) Given the product [OH:25][C:21]1[CH:20]=[C:19]([C:8]2[CH2:9][CH2:10][CH2:11][C:12]3[CH:17]=[C:16]([OH:18])[CH:15]=[CH:14][C:13]=3[C:7]=2[CH2:6][CH2:5][CH2:4][CH2:3][CH2:2][N:27]([CH3:26])[CH2:28][CH2:29][CH2:30][S:31]([CH2:33][CH2:34][CH2:35][C:36]([F:42])([F:41])[C:37]([F:38])([F:39])[F:40])=[O:32])[CH:24]=[CH:23][CH:22]=1, predict the reactants needed to synthesize it. The reactants are: Br[CH2:2][CH2:3][CH2:4][CH2:5][CH2:6][C:7]1[C:13]2[CH:14]=[CH:15][C:16]([OH:18])=[CH:17][C:12]=2[CH2:11][CH2:10][CH2:9][C:8]=1[C:19]1[CH:24]=[CH:23][CH:22]=[C:21]([OH:25])[CH:20]=1.[CH3:26][NH:27][CH2:28][CH2:29][CH2:30][S:31]([CH2:33][CH2:34][CH2:35][C:36]([F:42])([F:41])[C:37]([F:40])([F:39])[F:38])=[O:32]. (2) Given the product [CH:16]1([N:7]2[CH2:8][C:9]([F:15])([F:14])[C:10](=[O:13])[N:11]([CH3:12])[C:5]3[CH:4]=[N:3][C:2]([NH:35][C:36]4[CH:54]=[CH:53][C:39]([C:40]([NH:42][CH:43]5[CH2:44][CH2:45][N:46]([S:49]([CH3:52])(=[O:51])=[O:50])[CH2:47][CH2:48]5)=[O:41])=[CH:38][C:37]=4[O:58][CH3:55])=[N:22][C:6]2=3)[CH2:21][CH2:20][CH2:19][CH2:18][CH2:17]1, predict the reactants needed to synthesize it. The reactants are: Cl[C:2]1[N:3]=[CH:4][C:5]2[N:11]([CH3:12])[C:10](=[O:13])[C:9]([F:15])([F:14])[CH2:8][N:7]([CH:16]3[CH2:21][CH2:20][CH2:19][CH2:18][CH2:17]3)[C:6]=2[N:22]=1.O.C1(C)C(S(O)(=O)=O)=CC=CC=1.[NH2:35][C:36]1[CH:54]=[CH:53][C:39]([C:40]([NH:42][CH:43]2[CH2:48][CH2:47][N:46]([S:49]([CH3:52])(=[O:51])=[O:50])[CH2:45][CH2:44]2)=[O:41])=[CH:38][CH:37]=1.[CH:55]([OH:58])(C)C. (3) Given the product [NH:1]1[C:5]2[N:6]=[CH:7][CH:8]=[C:9]([C:10]([NH:15][NH2:16])=[O:12])[C:4]=2[CH:3]=[CH:2]1, predict the reactants needed to synthesize it. The reactants are: [NH:1]1[C:5]2[N:6]=[CH:7][CH:8]=[C:9]([C:10]([O:12]C)=O)[C:4]=2[CH:3]=[CH:2]1.O.[NH2:15][NH2:16].CCO.CO. (4) The reactants are: [CH:1]1([C:4]2[NH:5][C:6]3[C:11]([CH:12]=2)=[C:10]([C:13]([F:16])([F:15])[F:14])[C:9]([C:17]#[N:18])=[CH:8][CH:7]=3)[CH2:3][CH2:2]1.[Br:19][C:20]1[CH:21]=[N:22][CH:23]=[C:24]([C:26]2[O:27][C:28]([CH2:31]Cl)=[N:29][N:30]=2)[CH:25]=1. Given the product [Br:19][C:20]1[CH:25]=[C:24]([C:26]2[O:27][C:28]([CH2:31][N:5]3[C:6]4[C:11](=[C:10]([C:13]([F:14])([F:15])[F:16])[C:9]([C:17]#[N:18])=[CH:8][CH:7]=4)[CH:12]=[C:4]3[CH:1]3[CH2:2][CH2:3]3)=[N:29][N:30]=2)[CH:23]=[N:22][CH:21]=1, predict the reactants needed to synthesize it.